Dataset: Catalyst prediction with 721,799 reactions and 888 catalyst types from USPTO. Task: Predict which catalyst facilitates the given reaction. (1) Reactant: C[O:2][C:3](=[O:27])[CH:4]([C:11]1[CH:16]=[CH:15][C:14]([C:17]2[C:26]3[C:21](=[CH:22][CH:23]=[CH:24][CH:25]=3)[CH:20]=[CH:19][CH:18]=2)=[CH:13][CH:12]=1)[CH2:5][CH:6]1[CH2:10][CH2:9][CH2:8][CH2:7]1.[OH-].[Li+]. Product: [CH:6]1([CH2:5][CH:4]([C:11]2[CH:12]=[CH:13][C:14]([C:17]3[C:26]4[C:21](=[CH:22][CH:23]=[CH:24][CH:25]=4)[CH:20]=[CH:19][CH:18]=3)=[CH:15][CH:16]=2)[C:3]([OH:27])=[O:2])[CH2:10][CH2:9][CH2:8][CH2:7]1. The catalyst class is: 7. (2) Reactant: [C:1]([NH:6][NH:7][C:8]([CH:10]1[CH2:14][CH2:13][N:12]([C:15]([O:17][CH2:18][C:19]2[CH:24]=[CH:23][CH:22]=[CH:21][CH:20]=2)=[O:16])[CH2:11]1)=[O:9])(=O)[CH:2]([CH3:4])[CH3:3].P(Cl)(Cl)(Cl)=O. Product: [CH:2]([C:1]1[O:9][C:8]([CH:10]2[CH2:14][CH2:13][N:12]([C:15]([O:17][CH2:18][C:19]3[CH:24]=[CH:23][CH:22]=[CH:21][CH:20]=3)=[O:16])[CH2:11]2)=[N:7][N:6]=1)([CH3:4])[CH3:3]. The catalyst class is: 210.